This data is from Forward reaction prediction with 1.9M reactions from USPTO patents (1976-2016). The task is: Predict the product of the given reaction. (1) Given the reactants [O:1]1[CH2:6][CH2:5][N:4]([C:7]2[O:8][C:9]3[C:14]([C:15](=[O:17])[CH:16]=2)=[CH:13][C:12]([C:18]([O:20][CH3:21])=[O:19])=[CH:11][C:10]=3[C@H:22]2[CH2:26][CH2:25][CH2:24][NH:23]2)[CH2:3][CH2:2]1.Br[C:28]1[CH:33]=[C:32]([F:34])[CH:31]=[C:30]([F:35])[CH:29]=1.CC1(C)C2C=CC=C(P(C3C=CC=CC=3)C3C=CC=CC=3)C=2OC2C1=CC=CC=2P(C1C=CC=CC=1)C1C=CC=CC=1.C(=O)([O-])[O-].[Cs+].[Cs+], predict the reaction product. The product is: [F:34][C:32]1[CH:33]=[C:28]([N:23]2[CH2:24][CH2:25][CH2:26][C@@H:22]2[C:10]2[CH:11]=[C:12]([C:18]([O:20][CH3:21])=[O:19])[CH:13]=[C:14]3[C:9]=2[O:8][C:7]([N:4]2[CH2:3][CH2:2][O:1][CH2:6][CH2:5]2)=[CH:16][C:15]3=[O:17])[CH:29]=[C:30]([F:35])[CH:31]=1. (2) Given the reactants O1CCCC1CCO.C([O:16][C:17]1[CH:22]=[C:21]([O:23][CH2:24][CH2:25][O:26][CH3:27])[CH:20]=[CH:19][C:18]=1/[CH:28]=[CH:29]/[C:30]([O:32][CH2:33][CH3:34])=[O:31])C1C=CC=CC=1, predict the reaction product. The product is: [OH:16][C:17]1[CH:22]=[C:21]([O:23][CH2:24][CH2:25][O:26][CH3:27])[CH:20]=[CH:19][C:18]=1[CH2:28][CH2:29][C:30]([O:32][CH2:33][CH3:34])=[O:31]. (3) The product is: [CH3:1][N:2]([C:27](=[O:28])[C:26]([C:19]1[C:20]2[C:25](=[CH:24][CH:23]=[CH:22][CH:21]=2)[N:17]([CH3:16])[CH:18]=1)=[O:30])[N:3]=[C:4]([CH3:10])[CH2:5][S:6]([CH3:9])(=[O:8])=[O:7]. Given the reactants [CH3:1][NH:2][N:3]=[C:4]([CH3:10])[CH2:5][S:6]([CH3:9])(=[O:8])=[O:7].O1CCCC1.[CH3:16][N:17]1[C:25]2[C:20](=[CH:21][CH:22]=[CH:23][CH:24]=2)[C:19]([C:26](=[O:30])[C:27](Cl)=[O:28])=[CH:18]1, predict the reaction product. (4) Given the reactants [Cl:1][C:2]1[CH:3]=[C:4]([C:8]2[CH:9]=[N:10][N:11]3[CH:16]=[CH:15][C:14]([C:17]([OH:19])=O)=[N:13][C:12]=23)[CH:5]=[CH:6][CH:7]=1.C1([C:26]2[CH:32]=[CH:31][CH:30]=[CH:29][C:27]=2[NH2:28])CCCCC1.N1[C:37]2[CH:38]=[CH:39][CH:40]=[CH:41][C:36]=2N=N1.Cl.C(N=C=NCCCN(C)C)C, predict the reaction product. The product is: [CH2:26]1[CH2:32][CH2:31][CH2:30][CH2:29][CH:27]1[NH:28][C:17]([C:14]1[CH:15]=[CH:16][N:11]2[N:10]=[C:9]([C:36]3[CH:41]=[CH:40][CH:39]=[CH:38][CH:37]=3)[C:8]([C:4]3[CH:5]=[CH:6][CH:7]=[C:2]([Cl:1])[CH:3]=3)=[C:12]2[N:13]=1)=[O:19].